This data is from Full USPTO retrosynthesis dataset with 1.9M reactions from patents (1976-2016). The task is: Predict the reactants needed to synthesize the given product. (1) Given the product [N+:52]([C:49]1[CH:50]=[CH:51][C:46]([N:10]2[C:18]3[C:13](=[CH:14][CH:15]=[CH:16][CH:17]=3)[C:12]([C:19]3[N:20]([CH2:24][CH2:25][CH:26]4[CH2:27][CH2:28][N:29]([C:32]([O:34][C:35]([CH3:37])([CH3:38])[CH3:36])=[O:33])[CH2:30][CH2:31]4)[CH:21]=[CH:22][N:23]=3)=[CH:11]2)=[CH:47][CH:48]=1)([O-:54])=[O:53], predict the reactants needed to synthesize it. The reactants are: C1(S([N:10]2[C:18]3[C:13](=[CH:14][CH:15]=[CH:16][CH:17]=3)[C:12]([C:19]3[N:20]([CH2:24][CH2:25][CH:26]4[CH2:31][CH2:30][N:29]([C:32]([O:34][C:35]([CH3:38])([CH3:37])[CH3:36])=[O:33])[CH2:28][CH2:27]4)[CH:21]=[CH:22][N:23]=3)=[CH:11]2)(=O)=O)C=CC=CC=1.O(C(C)(C)C)[Na].F[C:46]1[CH:51]=[CH:50][C:49]([N+:52]([O-:54])=[O:53])=[CH:48][CH:47]=1. (2) The reactants are: [CH2:1]1[CH2:5]OC[CH2:2]1.BrC(C)C.[Cl:10][C:11]1[CH:18]=[CH:17][CH:16]=[CH:15][C:12]=1[C:13]#[N:14].[BH4-].[Na+]. Given the product [Cl:10][C:11]1[CH:18]=[CH:17][CH:16]=[CH:15][C:12]=1[CH:13]([NH2:14])[CH:1]([CH3:5])[CH3:2], predict the reactants needed to synthesize it. (3) Given the product [N:12]1[C:13]2[C:14](=[N:15][CH:16]=[CH:17][CH:18]=2)[NH:19][C:11]=1[C:4]1[C:3]([O:2][CH3:1])=[CH:8][C:7]([O:9][CH3:10])=[C:6]([CH:5]=1)[CH:20]=[O:21], predict the reactants needed to synthesize it. The reactants are: [CH3:1][O:2][C:3]1[CH:8]=[C:7]([O:9][CH3:10])[CH:6]=[CH:5][C:4]=1[C:11]1[NH:19][C:14]2=[N:15][CH:16]=[CH:17][CH:18]=[C:13]2[N:12]=1.[CH3:20][O:21]C(Cl)Cl. (4) Given the product [CH3:11][C:12]1([CH3:44])[O:16][C@:15]([CH2:40][CH:41]=[O:42])([CH2:17][C:18]2[CH:31]=[C:30]([O:32][CH3:33])[C:29]3[C:20](=[C:21]([O:36][CH3:37])[C:22]4[C:27]([C:28]=3[O:34][CH3:35])=[CH:26][CH:25]=[CH:24][CH:23]=4)[C:19]=2[O:38][CH3:39])[C@H:14]([CH3:43])[O:13]1, predict the reactants needed to synthesize it. The reactants are: CS(C)=O.C(Cl)(=O)C(Cl)=O.[CH3:11][C:12]1([CH3:44])[O:16][C@:15]([CH2:40][CH2:41][OH:42])([CH2:17][C:18]2[CH:31]=[C:30]([O:32][CH3:33])[C:29]3[C:20](=[C:21]([O:36][CH3:37])[C:22]4[C:27]([C:28]=3[O:34][CH3:35])=[CH:26][CH:25]=[CH:24][CH:23]=4)[C:19]=2[O:38][CH3:39])[C@H:14]([CH3:43])[O:13]1.CCN(CC)CC. (5) Given the product [CH2:22]([OH:23])[CH3:21].[NH4+:9].[OH-:23].[F:1][C:2]1[CH:7]=[CH:6][CH:5]=[C:4]([F:8])[C:3]=1[N:9]1[C:14]2[N:15]=[C:16]([NH:47][CH2:46][CH2:45][NH:44][CH:41]([CH3:43])[CH3:42])[N:17]=[C:18]([C:19]3[CH:20]=[C:21]([CH:32]=[CH:33][C:34]=3[CH3:35])[C:22]([NH:24][CH2:25][C:26]3[CH:31]=[CH:30][CH:29]=[CH:28][CH:27]=3)=[O:23])[C:13]=2[CH2:12][NH:11][C:10]1=[O:40], predict the reactants needed to synthesize it. The reactants are: [F:1][C:2]1[CH:7]=[CH:6][CH:5]=[C:4]([F:8])[C:3]=1[N:9]1[C:14]2[N:15]=[C:16](S(C)(=O)=O)[N:17]=[C:18]([C:19]3[CH:20]=[C:21]([CH:32]=[CH:33][C:34]=3[CH3:35])[C:22]([NH:24][CH2:25][C:26]3[CH:31]=[CH:30][CH:29]=[CH:28][CH:27]=3)=[O:23])[C:13]=2[CH2:12][NH:11][C:10]1=[O:40].[CH:41]([NH:44][CH2:45][CH2:46][NH2:47])([CH3:43])[CH3:42]. (6) Given the product [Br:1][C:2]1[CH:3]=[C:4]([CH:5]=[C:6]([C:8]([O:10][CH3:11])=[O:9])[CH:7]=1)[C:12]([OH:14])=[O:13], predict the reactants needed to synthesize it. The reactants are: [Br:1][C:2]1[CH:3]=[C:4]([C:12]([O:14]C)=[O:13])[CH:5]=[C:6]([C:8]([O:10][CH3:11])=[O:9])[CH:7]=1.O[Li].O.O. (7) Given the product [CH3:39][O:41][N:20]([CH3:23])[C:14](=[O:16])[C@@H:12]([NH:11][C:1](=[O:2])[O:3][CH2:4][C:5]1[CH:6]=[CH:7][CH:8]=[CH:9][CH:10]=1)[CH3:13], predict the reactants needed to synthesize it. The reactants are: [C:1]([NH:11][C@H:12]([C:14]([OH:16])=O)[CH3:13])([O:3][CH2:4][C:5]1[CH:10]=[CH:9][CH:8]=[CH:7][CH:6]=1)=[O:2].C([N:20]([CH:23](C)C)CC)(C)C.CCN=C=NCCCN(C)C.Cl.Cl.[C:39](OC(C)C)(=[O:41])C. (8) Given the product [F:20][C:3]([F:19])([O:4][C:5]1[CH:13]=[C:12]2[C:8]([C:9]3[CH:17]=[CH:16][N:15]=[C:14]([CH3:18])[C:10]=3[NH:11]2)=[CH:7][CH:6]=1)[CH3:2], predict the reactants needed to synthesize it. The reactants are: Br[CH2:2][C:3]([F:20])([F:19])[O:4][C:5]1[CH:13]=[C:12]2[C:8]([C:9]3[CH:17]=[CH:16][N:15]=[C:14]([CH3:18])[C:10]=3[NH:11]2)=[CH:7][CH:6]=1. (9) Given the product [F:23][C:24]1[CH:25]=[CH:26][C:27]([CH2:30][S:31]([C:34]2[CH:35]=[C:36]3[C:40](=[CH:41][CH:42]=2)[NH:39][C:38](=[O:43])/[C:37]/3=[CH:21]\[C:3]2[NH:4][C:5]3[CH2:11][CH2:10][CH2:9][N:8]([CH2:12][CH2:13][N:14]4[CH2:19][CH2:18][CH2:17][CH2:16][CH2:15]4)[C:7](=[O:20])[C:6]=3[C:2]=2[CH3:1])(=[O:33])=[O:32])=[CH:28][CH:29]=1.[CH3:1][C:2]1[C:6]2[C:7](=[O:20])[N:8]([CH2:12][CH2:13][N:14]3[CH2:19][CH2:18][CH2:17][CH2:16][CH2:15]3)[CH2:9][CH2:10][CH2:11][C:5]=2[NH:4][CH:3]=1, predict the reactants needed to synthesize it. The reactants are: [CH3:1][C:2]1[C:6]2[C:7](=[O:20])[N:8]([CH2:12][CH2:13][N:14]3[CH2:19][CH2:18][CH2:17][CH2:16][CH2:15]3)[CH2:9][CH2:10][CH2:11][C:5]=2[NH:4][C:3]=1[CH:21]=O.[F:23][C:24]1[CH:29]=[CH:28][C:27]([CH2:30][S:31]([C:34]2[CH:35]=[C:36]3[C:40](=[CH:41][CH:42]=2)[NH:39][C:38](=[O:43])[CH2:37]3)(=[O:33])=[O:32])=[CH:26][CH:25]=1.N1CCCCC1. (10) Given the product [F:11][C:9]1[CH:8]=[CH:7][C:3]2[C:4]3[C:28]4[C:27](=[O:32])[CH2:26][CH:25]([CH:22]([CH3:23])[CH3:24])[CH2:30][C:29]=4[N:15]=[C:14]([CH3:16])[C:13]=3[NH:1][C:2]=2[CH:10]=1, predict the reactants needed to synthesize it. The reactants are: [NH2:1][C:2]1[CH:10]=[C:9]([F:11])[CH:8]=[CH:7][C:3]=1[C:4](O)=O.C(O)(=O)[C:13]1[C:14](=[CH:16]C=CC=1)[NH2:15].[CH:22]([CH:25]1[CH2:30][C:29](=O)[CH2:28][C:27](=[O:32])[CH2:26]1)([CH3:24])[CH3:23].CC1(C)CC(=O)CC(=O)C1.